Dataset: Reaction yield outcomes from USPTO patents with 853,638 reactions. Task: Predict the reaction yield, written as a fraction of the theoretical maximum amount of product (1.0 means a 100% yield; for example, 0.34 means a 34% yield). The reactants are Cl.Cl.Cl.[NH2:4][C:5]1[CH:10]=[CH:9][CH:8]=[CH:7][C:6]=1[NH:11][C:12]([C:14]1[CH:15]=[CH:16][C:17]([C:20]2[CH2:21][CH2:22][NH:23][CH2:24][CH:25]=2)=[N:18][CH:19]=1)=[O:13].C(N(CC)CC)C.[CH2:33](Br)[C:34]1[CH:39]=[CH:38][CH:37]=[CH:36][CH:35]=1.[I-].[K+]. The catalyst is CN(C)C=O. The product is [NH2:4][C:5]1[CH:10]=[CH:9][CH:8]=[CH:7][C:6]=1[NH:11][C:12]([C:14]1[CH:15]=[CH:16][C:17]([C:20]2[CH2:21][CH2:22][N:23]([CH2:33][C:34]3[CH:39]=[CH:38][CH:37]=[CH:36][CH:35]=3)[CH2:24][CH:25]=2)=[N:18][CH:19]=1)=[O:13]. The yield is 0.220.